From a dataset of hERG channel blocking data for cardiac toxicity assessment. Regression/Classification. Given a drug SMILES string, predict its toxicity properties. Task type varies by dataset: regression for continuous values (e.g., LD50, hERG inhibition percentage) or binary classification for toxic/non-toxic outcomes (e.g., AMES mutagenicity, cardiotoxicity, hepatotoxicity). Dataset: herg. The molecule is COc1ccc([C@@H]2Sc3ccccc3N(CC[NH+](C)C)C(=O)[C@@H]2OC(C)=O)cc1. The result is 1 (blocker).